Dataset: Full USPTO retrosynthesis dataset with 1.9M reactions from patents (1976-2016). Task: Predict the reactants needed to synthesize the given product. (1) Given the product [C:18]([Si:15]([CH3:17])([CH3:16])[O:6][CH:3]([CH:2]([CH3:1])[CH2:7][CH2:8][CH3:9])[C:4]#[CH:5])([CH3:21])([CH3:20])[CH3:19], predict the reactants needed to synthesize it. The reactants are: [CH3:1][CH:2]([CH2:7][CH2:8][CH3:9])[CH:3]([OH:6])[C:4]#[CH:5].N1C=CN=C1.[Si:15](Cl)([C:18]([CH3:21])([CH3:20])[CH3:19])([CH3:17])[CH3:16].[NH4+].[Cl-]. (2) Given the product [CH3:1][O:2][C:3]([C:5]1[S:6][C:7]2[CH:8]([CH2:20][C:21]([O:23][CH3:24])=[O:22])[CH2:9][O:10][C:11]3[CH:18]=[CH:17][C:16]([C:48]#[C:47][C:45]([OH:49])([CH3:46])[CH3:44])=[CH:15][C:12]=3[C:13]=2[N:14]=1)=[O:4], predict the reactants needed to synthesize it. The reactants are: [CH3:1][O:2][C:3]([C:5]1[S:6][C:7]2[CH:8]([CH2:20][C:21]([O:23][CH3:24])=[O:22])[CH2:9][O:10][C:11]3[CH:18]=[CH:17][C:16](Br)=[CH:15][C:12]=3[C:13]=2[N:14]=1)=[O:4].C1C=CC(P(C2C=CC=CC=2)C2C=CC=CC=2)=CC=1.[CH3:44][C:45]([OH:49])([C:47]#[CH:48])[CH3:46]. (3) The reactants are: [C:1]([C:3]1[CH:8]([C:9]2[CH:10]=[C:11]3[C:15](=[CH:16][CH:17]=2)[N:14](C(OC(C)(C)C)=O)[N:13]=[C:12]3[NH:25][S:26]([CH2:29][C:30]2[CH:35]=[CH:34][C:33]([F:36])=[CH:32][CH:31]=2)(=[O:28])=[O:27])[C:7]([C:37]#[N:38])=[C:6]([CH3:39])[NH:5][C:4]=1[CH3:40])#[N:2].FC(F)(F)C(O)=O. Given the product [C:37]([C:7]1[CH:8]([C:9]2[CH:10]=[C:11]3[C:15](=[CH:16][CH:17]=2)[NH:14][N:13]=[C:12]3[NH:25][S:26]([CH2:29][C:30]2[CH:31]=[CH:32][C:33]([F:36])=[CH:34][CH:35]=2)(=[O:27])=[O:28])[C:3]([C:1]#[N:2])=[C:4]([CH3:40])[NH:5][C:6]=1[CH3:39])#[N:38], predict the reactants needed to synthesize it. (4) Given the product [C:1]([O:5][C:6]([N:8]1[CH2:12][CH2:11][CH:10]([C:13]2[S:14][C:15]([C:31]([OH:33])=[O:32])=[C:16]([C:18]3[CH:19]=[CH:20][C:21]([O:24][C:25]4[CH:26]=[CH:27][CH:28]=[CH:29][CH:30]=4)=[CH:22][CH:23]=3)[N:17]=2)[CH2:9]1)=[O:7])([CH3:4])([CH3:2])[CH3:3], predict the reactants needed to synthesize it. The reactants are: [C:1]([O:5][C:6]([N:8]1[CH2:12][CH2:11][CH:10]([C:13]2[S:14][C:15]([C:31]([O:33]CC)=[O:32])=[C:16]([C:18]3[CH:23]=[CH:22][C:21]([O:24][C:25]4[CH:30]=[CH:29][CH:28]=[CH:27][CH:26]=4)=[CH:20][CH:19]=3)[N:17]=2)[CH2:9]1)=[O:7])([CH3:4])([CH3:3])[CH3:2].[Li+].[OH-]. (5) Given the product [CH:33]1([CH2:32][NH:8][C@H:9]2[CH2:10][CH2:11][C@H:12]([C:15]([O:24][Si:25]([CH2:28][CH3:29])([CH2:30][CH3:31])[CH2:26][CH3:27])([C:16]([F:17])([F:18])[F:19])[C:20]([F:23])([F:22])[F:21])[CH2:13][CH2:14]2)[CH2:34][CH2:35]1, predict the reactants needed to synthesize it. The reactants are: C([N:8]([CH2:32][CH:33]1[CH2:35][CH2:34]1)[C@H:9]1[CH2:14][CH2:13][C@H:12]([C:15]([O:24][Si:25]([CH2:30][CH3:31])([CH2:28][CH3:29])[CH2:26][CH3:27])([C:20]([F:23])([F:22])[F:21])[C:16]([F:19])([F:18])[F:17])[CH2:11][CH2:10]1)C1C=CC=CC=1. (6) Given the product [F:25][C:26]1[CH:31]=[CH:30][CH:29]=[CH:28][C:27]=1[S:32]([NH:15][CH2:14][CH:11]1[CH2:10][CH2:9][NH:8][CH2:13][CH2:12]1)(=[O:34])=[O:33], predict the reactants needed to synthesize it. The reactants are: C(OC([N:8]1[CH2:13][CH2:12][CH:11]([CH2:14][NH2:15])[CH2:10][CH2:9]1)=O)(C)(C)C.C(N(C(C)C)CC)(C)C.[F:25][C:26]1[CH:31]=[CH:30][CH:29]=[CH:28][C:27]=1[S:32](Cl)(=[O:34])=[O:33].FC(F)(F)C(O)=O. (7) Given the product [Br:1][C:2]1[CH:3]=[C:4]([S:8]([CH2:11][C:12]([NH2:16])=[O:14])(=[O:10])=[O:9])[CH:5]=[N:6][CH:7]=1, predict the reactants needed to synthesize it. The reactants are: [Br:1][C:2]1[CH:3]=[C:4]([S:8]([CH2:11][C:12]([O:14]C)=O)(=[O:10])=[O:9])[CH:5]=[N:6][CH:7]=1.[NH3:16]. (8) The reactants are: Cl[C:2]1[C:3](=[O:9])[NH:4][N:5]=[CH:6][C:7]=1[Cl:8].[C:10]1([Mg]Br)[CH:15]=[CH:14][CH:13]=[CH:12][CH:11]=1. Given the product [Cl:8][C:7]1[CH:6]=[N:5][NH:4][C:3](=[O:9])[C:2]=1[C:10]1[CH:15]=[CH:14][CH:13]=[CH:12][CH:11]=1, predict the reactants needed to synthesize it.